This data is from Reaction yield outcomes from USPTO patents with 853,638 reactions. The task is: Predict the reaction yield, written as a fraction of the theoretical maximum amount of product (1.0 means a 100% yield; for example, 0.34 means a 34% yield). (1) The reactants are Br[C:2]1[CH:11]=[C:10]([O:12][C:13]([F:16])([F:15])[F:14])[C:5]2[N:6]=[C:7]([NH2:9])[S:8][C:4]=2[CH:3]=1.C(N(CC)CC)C. The catalyst is [Pd].C(O)C. The product is [F:16][C:13]([F:14])([F:15])[O:12][C:10]1[C:5]2[N:6]=[C:7]([NH2:9])[S:8][C:4]=2[CH:3]=[CH:2][CH:11]=1. The yield is 0.730. (2) The reactants are C1C(=O)N([Br:8])C(=O)C1.[F:9][C:10]1[CH:15]=[CH:14][C:13]([N:16]2[C:24]3[C:19](=[CH:20][CH:21]=[C:22]([OH:25])[CH:23]=3)[CH:18]=[N:17]2)=[CH:12][CH:11]=1.C1COCC1.O. The catalyst is CCOC(C)=O. The product is [Br:8][C:23]1[C:22]([OH:25])=[CH:21][CH:20]=[C:19]2[C:24]=1[N:16]([C:13]1[CH:12]=[CH:11][C:10]([F:9])=[CH:15][CH:14]=1)[N:17]=[CH:18]2. The yield is 0.630. (3) The reactants are [F:1][C:2]1[CH:7]=[CH:6][C:5]([C:8]2[CH:16]=[CH:15][CH:14]=[C:13]3[C:9]=2[CH2:10][C:11](=[O:17])[NH:12]3)=[CH:4][CH:3]=1.[CH2:18]([N:20]([CH2:35][CH3:36])[CH2:21][CH2:22][NH:23][C:24]([C:26]1[C:30]([CH3:31])=[C:29]([CH:32]=O)[NH:28][C:27]=1[CH3:34])=[O:25])[CH3:19]. The catalyst is C(O)C.N1CCCCC1. The product is [CH2:35]([N:20]([CH2:18][CH3:19])[CH2:21][CH2:22][NH:23][C:24]([C:26]1[C:30]([CH3:31])=[C:29]([CH:32]=[C:10]2[C:9]3[C:13](=[CH:14][CH:15]=[CH:16][C:8]=3[C:5]3[CH:4]=[CH:3][C:2]([F:1])=[CH:7][CH:6]=3)[NH:12][C:11]2=[O:17])[NH:28][C:27]=1[CH3:34])=[O:25])[CH3:36]. The yield is 0.700. (4) The reactants are Cl[CH2:2][CH2:3][O:4][C:5]1[CH:10]=[CH:9][C:8]([C:11]([C:13]2[CH:18]=[C:17]([CH3:19])[CH:16]=[CH:15][C:14]=2[O:20][C:21]2[C:30]3[C:25](=[CH:26][C:27]([O:33][CH3:34])=[C:28]([O:31][CH3:32])[CH:29]=3)[N:24]=[CH:23][CH:22]=2)=[O:12])=[CH:7][CH:6]=1.C(=O)([O-])[O-].[K+].[K+].[NH:41]1[CH2:46][CH2:45][CH2:44][CH2:43][CH2:42]1.O. The catalyst is CN(C)C=O. The product is [CH3:32][O:31][C:28]1[CH:29]=[C:30]2[C:25](=[CH:26][C:27]=1[O:33][CH3:34])[N:24]=[CH:23][CH:22]=[C:21]2[O:20][C:14]1[CH:15]=[CH:16][C:17]([CH3:19])=[CH:18][C:13]=1[C:11]([C:8]1[CH:9]=[CH:10][C:5]([O:4][CH2:3][CH2:2][N:41]2[CH2:46][CH2:45][CH2:44][CH2:43][CH2:42]2)=[CH:6][CH:7]=1)=[O:12]. The yield is 0.580. (5) The product is [Br:23][C:13]1[N:11]2[CH:12]=[C:7]([C:1]3[CH:2]=[CH:3][CH:4]=[CH:5][CH:6]=3)[CH:8]=[C:9]([C:19]([F:21])([F:22])[F:20])[C:10]2=[N:15][C:14]=1[C:16]([OH:18])=[O:17]. The yield is 0.300. The catalyst is CN(C=O)C.CCOC(C)=O. The reactants are [C:1]1([C:7]2[CH:8]=[C:9]([C:19]([F:22])([F:21])[F:20])[C:10]3[N:11]([CH:13]=[C:14]([C:16]([OH:18])=[O:17])[N:15]=3)[CH:12]=2)[CH:6]=[CH:5][CH:4]=[CH:3][CH:2]=1.[Br:23]N1C(=O)CCC1=O. (6) The reactants are [CH2:1]([NH:6][CH2:7][C:8]([OH:10])=[O:9])[CH:2]=[C:3](C)[CH3:4].C/C=C\C. The yield is 0.840. The product is [CH2:1]([NH:6][CH2:7][C:8]([OH:10])=[O:9])[CH:2]=[CH:3][CH3:4]. The catalyst is Cl[Ru](=C1N(C2C(C)=CC(C)=CC=2C)CCN1C1C(C)=CC(C)=CC=1C)(Cl)(=CC1C=CC=CC=1)[P](C1CCCCC1)(C1CCCCC1)C1CCCCC1.C(Cl)Cl. (7) The reactants are O.[OH-].[Li+].[CH2:4]([N:11]1[C:15]([C:16]([F:19])([F:18])[F:17])=[C:14]([CH3:20])[C:13]([Br:21])=[C:12]1[C:22]([O:24]CC)=[O:23])[C:5]1[CH:10]=[CH:9][CH:8]=[CH:7][CH:6]=1.Cl. The catalyst is C1COCC1.O. The product is [CH2:4]([N:11]1[C:15]([C:16]([F:17])([F:18])[F:19])=[C:14]([CH3:20])[C:13]([Br:21])=[C:12]1[C:22]([OH:24])=[O:23])[C:5]1[CH:6]=[CH:7][CH:8]=[CH:9][CH:10]=1. The yield is 0.855.